From a dataset of Full USPTO retrosynthesis dataset with 1.9M reactions from patents (1976-2016). Predict the reactants needed to synthesize the given product. (1) The reactants are: [Cl:1][C:2]1[C:7]([O:8][CH3:9])=[CH:6][C:5]([O:10][CH3:11])=[C:4]([Cl:12])[C:3]=1[C:13]1[N:18]=[CH:17][C:16]2[C:19]([C:22]3[CH:23]=[N:24][N:25]([CH2:27][C:28]([OH:30])=O)[CH:26]=3)=[N:20][NH:21][C:15]=2[CH:14]=1.[CH3:31][N:32]1[CH2:37][CH2:36][NH:35][CH2:34][CH2:33]1. Given the product [Cl:12][C:4]1[C:5]([O:10][CH3:11])=[CH:6][C:7]([O:8][CH3:9])=[C:2]([Cl:1])[C:3]=1[C:13]1[N:18]=[CH:17][C:16]2[C:19]([C:22]3[CH:23]=[N:24][N:25]([CH2:27][C:28]([N:35]4[CH2:36][CH2:37][N:32]([CH3:31])[CH2:33][CH2:34]4)=[O:30])[CH:26]=3)=[N:20][NH:21][C:15]=2[CH:14]=1, predict the reactants needed to synthesize it. (2) The reactants are: CO.[OH-].[Na+:4].C[O:6][C:7](=[O:43])[CH2:8][C:9]1[CH:14]=[CH:13][C:12]([C:15]2[CH:20]=[CH:19][C:18]([C:21]([CH2:39][CH3:40])([C:24]3[CH:29]=[CH:28][C:27](/[CH:30]=[CH:31]/[C:32]4([OH:37])[CH2:36][CH2:35][CH2:34][CH2:33]4)=[C:26]([CH3:38])[CH:25]=3)[CH2:22][CH3:23])=[CH:17][C:16]=2[CH3:41])=[CH:11][C:10]=1[F:42].[Cl-].[NH4+]. Given the product [CH2:22]([C:21]([C:18]1[CH:19]=[CH:20][C:15]([C:12]2[CH:13]=[CH:14][C:9]([CH2:8][C:7]([O-:43])=[O:6])=[C:10]([F:42])[CH:11]=2)=[C:16]([CH3:41])[CH:17]=1)([C:24]1[CH:29]=[CH:28][C:27](/[CH:30]=[CH:31]/[C:32]2([OH:37])[CH2:36][CH2:35][CH2:34][CH2:33]2)=[C:26]([CH3:38])[CH:25]=1)[CH2:39][CH3:40])[CH3:23].[Na+:4], predict the reactants needed to synthesize it. (3) Given the product [C:14]([CH2:13][O:12][C:7]1[CH:8]=[CH:9][CH:10]=[CH:11][C:6]=1[C:5]([OH:18])=[O:4])([OH:16])=[O:15], predict the reactants needed to synthesize it. The reactants are: [OH-].[Na+].C[O:4][C:5](=[O:18])[C:6]1[CH:11]=[CH:10][CH:9]=[CH:8][C:7]=1[O:12][CH2:13][C:14]([O:16]C)=[O:15].Cl.